From a dataset of Forward reaction prediction with 1.9M reactions from USPTO patents (1976-2016). Predict the product of the given reaction. Given the reactants Br[C:2]1[S:3][CH:4]=[C:5]([C:7]([NH:9][CH:10]([CH3:12])[CH3:11])=[O:8])[N:6]=1.Cl.[NH:14]1[CH2:19][CH2:18][CH:17]([N:20]2[C:25]3[CH:26]=[CH:27][CH:28]=[CH:29][C:24]=3[CH2:23][O:22][C:21]2=[O:30])[CH2:16][CH2:15]1, predict the reaction product. The product is: [CH3:11][CH:10]([NH:9][C:7]([C:5]1[N:6]=[C:2]([N:14]2[CH2:15][CH2:16][CH:17]([N:20]3[C:25]4[CH:26]=[CH:27][CH:28]=[CH:29][C:24]=4[CH2:23][O:22][C:21]3=[O:30])[CH2:18][CH2:19]2)[S:3][CH:4]=1)=[O:8])[CH3:12].